The task is: Predict the product of the given reaction.. This data is from Forward reaction prediction with 1.9M reactions from USPTO patents (1976-2016). (1) Given the reactants [F:1][C:2]([F:19])([F:18])[C:3]1[CH:4]=[C:5]([CH:15]=[CH:16][CH:17]=1)[O:6][C:7]1[CH:8]=[C:9]([CH:13]=[O:14])[CH:10]=[CH:11][CH:12]=1.CC(C)=[O:22].OS(O)(=O)=O.O=[Cr](=O)=O.C(O)(C)C, predict the reaction product. The product is: [F:1][C:2]([F:18])([F:19])[C:3]1[CH:4]=[C:5]([CH:15]=[CH:16][CH:17]=1)[O:6][C:7]1[CH:8]=[C:9]([CH:10]=[CH:11][CH:12]=1)[C:13]([OH:22])=[O:14]. (2) Given the reactants [H-].COCCO[Al+]OCCOC.[Na+].[H-].[CH2:15]([NH:22][C:23]([CH:25]1[CH2:34][C:33](=O)[C:32]2[C:27](=[CH:28][C:29]([OH:36])=[CH:30][CH:31]=2)[O:26]1)=O)[C:16]1[CH:21]=[CH:20][CH:19]=[CH:18][CH:17]=1, predict the reaction product. The product is: [CH2:15]([N:22]1[CH:33]2[CH2:34][CH:25]([O:26][C:27]3[CH:28]=[C:29]([OH:36])[CH:30]=[CH:31][C:32]=32)[CH2:23]1)[C:16]1[CH:21]=[CH:20][CH:19]=[CH:18][CH:17]=1. (3) Given the reactants [NH2:1][C:2]1[N:7]=[CH:6][N:5]=[C:4]2[N:8]([CH:12]([C:15]3[O:16][C:17]4[C:22]([C:23](=[O:32])[C:24]=3[C:25]3[CH:30]=[CH:29][CH:28]=[C:27]([F:31])[CH:26]=3)=[CH:21][CH:20]=[CH:19][CH:18]=4)[CH2:13][CH3:14])[N:9]=[C:10](I)[C:3]=12.C([N:40]1[C:48]2[C:43](=[CH:44][CH:45]=[C:46](B3OC(C)(C)C(C)(C)O3)[CH:47]=2)[C:42]([CH3:58])=[N:41]1)(OC(C)(C)C)=O.C(=O)([O-])[O-].[Na+].[Na+].ClCCl, predict the reaction product. The product is: [NH2:1][C:2]1[N:7]=[CH:6][N:5]=[C:4]2[N:8]([CH:12]([C:15]3[O:16][C:17]4[C:22]([C:23](=[O:32])[C:24]=3[C:25]3[CH:30]=[CH:29][CH:28]=[C:27]([F:31])[CH:26]=3)=[CH:21][CH:20]=[CH:19][CH:18]=4)[CH2:13][CH3:14])[N:9]=[C:10]([C:46]3[CH:47]=[C:48]4[C:43]([C:42]([CH3:58])=[N:41][NH:40]4)=[CH:44][CH:45]=3)[C:3]=12. (4) Given the reactants [NH3:1].Cl[C:3]1[C:4]2[N:5]([C:9]([CH:25]3[CH2:27][CH2:26]3)=[N:10][C:11]=2[C:12]2[CH:17]=[CH:16][C:15]([O:18][C:19]3[CH:24]=[CH:23][CH:22]=[CH:21][CH:20]=3)=[CH:14][CH:13]=2)[CH:6]=[CH:7][N:8]=1, predict the reaction product. The product is: [CH:25]1([C:9]2[N:5]3[CH:6]=[CH:7][N:8]=[C:3]([NH2:1])[C:4]3=[C:11]([C:12]3[CH:17]=[CH:16][C:15]([O:18][C:19]4[CH:24]=[CH:23][CH:22]=[CH:21][CH:20]=4)=[CH:14][CH:13]=3)[N:10]=2)[CH2:27][CH2:26]1. (5) Given the reactants Cl.[NH2:2][OH:3].C(N(CC)CC)C.[C:11]([N:15]1[C:19]([C:20]2[CH:25]=[CH:24][C:23]([F:26])=[CH:22][CH:21]=2)=[CH:18][C:17]([CH:27]=O)=[N:16]1)([CH3:14])([CH3:13])[CH3:12].CCCCCC, predict the reaction product. The product is: [C:11]([N:15]1[C:19]([C:20]2[CH:25]=[CH:24][C:23]([F:26])=[CH:22][CH:21]=2)=[CH:18][C:17]([CH:27]=[N:2][OH:3])=[N:16]1)([CH3:14])([CH3:13])[CH3:12]. (6) Given the reactants FC(F)(F)C(O)=O.C([O:12][C:13](=[O:29])[C:14]1[CH:19]=[CH:18][C:17]([CH2:20][CH2:21][CH2:22][CH2:23][C:24]([O:26][CH3:27])=[O:25])=[C:16]([CH3:28])[CH:15]=1)(C)(C)C, predict the reaction product. The product is: [CH3:27][O:26][C:24]([CH2:23][CH2:22][CH2:21][CH2:20][C:17]1[CH:18]=[CH:19][C:14]([C:13]([OH:29])=[O:12])=[CH:15][C:16]=1[CH3:28])=[O:25]. (7) Given the reactants [CH2:1]([O:3][C:4]1[N:9]=[C:8]([NH2:10])[CH:7]=[CH:6][CH:5]=1)[CH3:2].[CH:11](O)(C)C, predict the reaction product. The product is: [CH:1]([O:3][C:4]1[N:9]=[C:8]([NH2:10])[CH:7]=[CH:6][CH:5]=1)([CH3:11])[CH3:2]. (8) Given the reactants [Br:1][C:2]1[CH:7]=[C:6]([S:8]([CH3:11])(=[O:10])=[O:9])[CH:5]=[CH:4][C:3]=1F.[CH:13]1([CH2:16][NH2:17])[CH2:15][CH2:14]1, predict the reaction product. The product is: [Br:1][C:2]1[CH:7]=[C:6]([S:8]([CH3:11])(=[O:10])=[O:9])[CH:5]=[CH:4][C:3]=1[NH:17][CH2:16][CH:13]1[CH2:15][CH2:14]1. (9) Given the reactants [CH:1]1([N:4]([CH2:39][C:40]2[CH:45]=[CH:44][CH:43]=[C:42]([Cl:46])[C:41]=2[Cl:47])[C:5](=[O:38])[CH:6]([CH2:18][C:19]2[CH:24]=[CH:23][C:22]([O:25][CH2:26][CH2:27][O:28][C:29]3[C:34]([Cl:35])=[CH:33][C:32]([CH3:36])=[CH:31][C:30]=3[Cl:37])=[CH:21][CH:20]=2)[CH2:7][NH:8][CH2:9][CH2:10][CH2:11][CH2:12][CH2:13][C:14]([O:16]C)=[O:15])[CH2:3][CH2:2]1.CO.[OH-].[Na+], predict the reaction product. The product is: [CH:1]1([N:4]([CH2:39][C:40]2[CH:45]=[CH:44][CH:43]=[C:42]([Cl:46])[C:41]=2[Cl:47])[C:5](=[O:38])[CH:6]([CH2:18][C:19]2[CH:24]=[CH:23][C:22]([O:25][CH2:26][CH2:27][O:28][C:29]3[C:34]([Cl:35])=[CH:33][C:32]([CH3:36])=[CH:31][C:30]=3[Cl:37])=[CH:21][CH:20]=2)[CH2:7][NH:8][CH2:9][CH2:10][CH2:11][CH2:12][CH2:13][C:14]([OH:16])=[O:15])[CH2:2][CH2:3]1. (10) Given the reactants Cl.Cl.[OH:3][C@H:4]1[C@@H:9]([CH3:10])[CH2:8][CH2:7][N:6]([CH2:11][CH2:12][CH2:13][N:14]2[CH2:19][CH2:18][NH:17][CH:16]([CH3:20])[C:15]2=[O:21])[CH2:5]1.[Cl:22][C:23]1[CH:24]=[C:25]([CH:31]=[CH:32][CH:33]=1)[CH:26]=[CH:27][C:28](O)=[O:29].C(N(CC)CC)C.F[P-](F)(F)(F)(F)F.N1(OC(N(C)C)=[N+](C)C)C2N=CC=CC=2N=N1, predict the reaction product. The product is: [Cl:22][C:23]1[CH:24]=[C:25](/[CH:26]=[CH:27]/[C:28]([N:17]2[CH2:18][CH2:19][N:14]([CH2:13][CH2:12][CH2:11][N:6]3[CH2:7][CH2:8][C@H:9]([CH3:10])[C@H:4]([OH:3])[CH2:5]3)[C:15](=[O:21])[CH:16]2[CH3:20])=[O:29])[CH:31]=[CH:32][CH:33]=1.